From a dataset of Forward reaction prediction with 1.9M reactions from USPTO patents (1976-2016). Predict the product of the given reaction. (1) Given the reactants [OH:1]C1C=C(C=CC=1)C(N(OC)C)=O.[C:14]1([P:20]([C:27]2[CH:32]=[CH:31][CH:30]=[CH:29][CH:28]=2)[C:21]2[CH:26]=[CH:25][CH:24]=[CH:23][CH:22]=2)[CH:19]=[CH:18][CH:17]=[CH:16][CH:15]=1.N1C=CC=CC=1CO.N(C(OCC)=O)=NC(OCC)=O, predict the reaction product. The product is: [C:27]1([P:20](=[O:1])([C:14]2[CH:15]=[CH:16][CH:17]=[CH:18][CH:19]=2)[C:21]2[CH:26]=[CH:25][CH:24]=[CH:23][CH:22]=2)[CH:28]=[CH:29][CH:30]=[CH:31][CH:32]=1. (2) Given the reactants [H-].[Na+].[Br:3][C:4]1[CH:12]=[C:11]2[C:7]([CH:8]=[CH:9][NH:10]2)=[CH:6][CH:5]=1.Br[CH2:14][CH3:15], predict the reaction product. The product is: [Br:3][C:4]1[CH:12]=[C:11]2[C:7]([CH:8]=[CH:9][N:10]2[CH2:14][CH3:15])=[CH:6][CH:5]=1. (3) Given the reactants BrC1C=NC([N:8]2[CH:12]3[CH2:13][CH2:14][CH2:15][CH:11]3[N:10](CCOC)[C:9]2=[O:20])=NC=1.[C:21]([C:23]1[CH:28]=[C:27]([F:29])[CH:26]=[CH:25][C:24]=1[F:30])#[CH:22], predict the reaction product. The product is: [F:30][C:24]1[CH:25]=[CH:26][C:27]([F:29])=[CH:28][C:23]=1[C:21]1[C:12]([C:11]#[CH:15])=[N:8][C:9]([CH:14]2[CH2:15][CH:11]3[NH:10][C:9](=[O:20])[NH:8][CH:12]3[CH2:13]2)=[N:10][CH:22]=1. (4) Given the reactants [Cl:1][C:2]1[CH:3]=[C:4]([C:8]2[N:13]3[N:14]=[C:15]([NH:17][C:18]4[CH:26]=[CH:25][C:21]([C:22]([OH:24])=O)=[CH:20][CH:19]=4)[N:16]=[C:12]3[CH:11]=[CH:10][CH:9]=2)[CH:5]=[CH:6][CH:7]=1.F[P-](F)(F)(F)(F)F.N1(OC(N(C)C)=[N+](C)C)C2N=CC=CC=2N=N1.C(N(C(C)C)CC)(C)C.[NH2:60][CH:61]1[CH2:66][CH2:65][N:64](C(OC(C)(C)C)=O)[CH2:63][CH2:62]1, predict the reaction product. The product is: [Cl:1][C:2]1[CH:3]=[C:4]([C:8]2[N:13]3[N:14]=[C:15]([NH:17][C:18]4[CH:19]=[CH:20][C:21]([C:22]([NH:60][CH:61]5[CH2:66][CH2:65][NH:64][CH2:63][CH2:62]5)=[O:24])=[CH:25][CH:26]=4)[N:16]=[C:12]3[CH:11]=[CH:10][CH:9]=2)[CH:5]=[CH:6][CH:7]=1. (5) Given the reactants [CH3:1][C:2]1[NH:3][C:4]2[CH2:5][C:6]([CH3:28])([CH3:27])[CH2:7][C:8](=[O:26])[C:9]=2[C:10]=1[CH2:11][C:12]1[CH:17]=[CH:16][C:15]([S:18]([N:21]2[CH2:25][CH2:24][CH2:23][CH2:22]2)(=[O:20])=[O:19])=[CH:14][CH:13]=1.Br[CH2:30][C:31]([O:33][CH2:34][CH3:35])=[O:32].C(=O)([O-])[O-].[K+].[K+].[I-].[K+], predict the reaction product. The product is: [CH3:1][C:2]1[N:3]([CH2:30][C:31]([O:33][CH2:34][CH3:35])=[O:32])[C:4]2[CH2:5][C:6]([CH3:28])([CH3:27])[CH2:7][C:8](=[O:26])[C:9]=2[C:10]=1[CH2:11][C:12]1[CH:13]=[CH:14][C:15]([S:18]([N:21]2[CH2:22][CH2:23][CH2:24][CH2:25]2)(=[O:20])=[O:19])=[CH:16][CH:17]=1. (6) Given the reactants Cl[C:2]1[N:7]=[CH:6][C:5]([C:8](=[O:18])[CH2:9][C:10]2[CH:15]=[CH:14][C:13]([O:16][CH3:17])=[CH:12][CH:11]=2)=[CH:4][CH:3]=1.[CH3:19][O-:20].[Na+].Cl.O, predict the reaction product. The product is: [CH3:17][O:16][C:13]1[CH:14]=[CH:15][C:10]([CH2:9][C:8]([C:5]2[CH:6]=[N:7][C:2]([O:20][CH3:19])=[CH:3][CH:4]=2)=[O:18])=[CH:11][CH:12]=1. (7) Given the reactants [CH2:1]([O:3][C:4]([C:6]1[CH:7]=[C:8]2[N:13]([C:14]=1[C:15]1[CH:20]=[CH:19][C:18]([F:21])=[CH:17][CH:16]=1)[CH:12]=[CH:11][C:10]([CH:22]=O)=[CH:9]2)=[O:5])[CH3:2].[NH2:24][C:25]1[O:29][C:28]([C:30]([OH:37])([CH2:35][CH3:36])[C:31]([F:34])([F:33])[F:32])=[N:27][N:26]=1.C1(C)C=CC(S([O-])(=O)=O)=CC=1.[NH+]1C=CC=CC=1.[BH4-].[Na+], predict the reaction product. The product is: [CH2:1]([O:3][C:4]([C:6]1[CH:7]=[C:8]2[N:13]([C:14]=1[C:15]1[CH:20]=[CH:19][C:18]([F:21])=[CH:17][CH:16]=1)[CH:12]=[CH:11][C:10]([CH2:22][NH:24][C:25]1[O:29][C:28]([C:30]([OH:37])([C:31]([F:34])([F:32])[F:33])[CH2:35][CH3:36])=[N:27][N:26]=1)=[CH:9]2)=[O:5])[CH3:2]. (8) Given the reactants [F:1][C:2]1[CH:3]=[CH:4][C:5]([CH3:23])=[C:6]([CH:22]=1)[C:7]([C@@H:9]1[CH2:14][CH2:13][CH2:12][N:11]([C:15]([O:17][C:18]([CH3:21])([CH3:20])[CH3:19])=[O:16])[CH2:10]1)=[O:8].C1(C)C=CC=CC=1.CO, predict the reaction product. The product is: [F:1][C:2]1[CH:3]=[CH:4][C:5]([CH3:23])=[C:6]([C@H:7]([OH:8])[C@@H:9]2[CH2:14][CH2:13][CH2:12][N:11]([C:15]([O:17][C:18]([CH3:19])([CH3:20])[CH3:21])=[O:16])[CH2:10]2)[CH:22]=1. (9) Given the reactants [Br:1][C:2]1[CH:11]=[CH:10][CH:9]=[C:8]2[C:3]=1[CH:4]=[CH:5][CH:6]=[C:7]2[C:12]([O:14]CC(C)C)=O.[F:19][C:20]1[CH:25]=[CH:24][C:23]([Mg]Br)=[CH:22][CH:21]=1.CCOCC.Cl, predict the reaction product. The product is: [Br:1][C:2]1[CH:11]=[CH:10][CH:9]=[C:8]2[C:3]=1[CH:4]=[CH:5][CH:6]=[C:7]2[C:12]([C:23]1[CH:24]=[CH:25][C:20]([F:19])=[CH:21][CH:22]=1)=[O:14]. (10) Given the reactants [Cl:1][C:2]1[CH:3]=[C:4]([C@H:8]([O:22][CH2:23][C:24]#[N:25])[C@@H:9]2[CH2:14][CH2:13][CH2:12][N:11]([C:15]([O:17][C:18]([CH3:21])([CH3:20])[CH3:19])=[O:16])[CH2:10]2)[CH:5]=[CH:6][CH:7]=1.S(C)C, predict the reaction product. The product is: [NH2:25][CH2:24][CH2:23][O:22][C@@H:8]([C:4]1[CH:5]=[CH:6][CH:7]=[C:2]([Cl:1])[CH:3]=1)[C@@H:9]1[CH2:14][CH2:13][CH2:12][N:11]([C:15]([O:17][C:18]([CH3:21])([CH3:19])[CH3:20])=[O:16])[CH2:10]1.